Dataset: Forward reaction prediction with 1.9M reactions from USPTO patents (1976-2016). Task: Predict the product of the given reaction. Given the reactants [F:1][C@:2]([C:7]1[CH:12]=[CH:11][C:10]([O:13][S:14]([C:17]([F:20])([F:19])[F:18])(=[O:16])=[O:15])=[CH:9][CH:8]=1)([CH3:6])[C:3](O)=[O:4].Cl.[CH3:22][NH:23][OH:24], predict the reaction product. The product is: [F:18][C:17]([F:20])([F:19])[S:14]([O:13][C:10]1[CH:11]=[CH:12][C:7]([C@@:2]([F:1])([CH3:6])[C:3]([N:23]([OH:24])[CH3:22])=[O:4])=[CH:8][CH:9]=1)(=[O:16])=[O:15].